Task: Predict the product of the given reaction.. Dataset: Forward reaction prediction with 1.9M reactions from USPTO patents (1976-2016) (1) Given the reactants [N:1]1([C:7]2[C:8]3[N:28]=[C:27]([CH2:29][N:30]4[CH2:35][CH2:34][N:33]([C:36]([CH3:41])([CH3:40])[C:37]([NH2:39])=[O:38])[CH2:32][CH2:31]4)[S:26][C:9]=3[N:10]=[C:11]([Sn](CCCC)(CCCC)CCCC)[N:12]=2)[CH2:6][CH2:5][O:4][CH2:3][CH2:2]1.Br[C:43]1[CH:48]=[N:47][CH:46]=[C:45]2[NH:49][CH:50]=[CH:51][C:44]=12, predict the reaction product. The product is: [CH3:41][C:36]([N:33]1[CH2:34][CH2:35][N:30]([CH2:29][C:27]2[S:26][C:9]3[N:10]=[C:11]([C:43]4[CH:48]=[N:47][CH:46]=[C:45]5[NH:49][CH:50]=[CH:51][C:44]=45)[N:12]=[C:7]([N:1]4[CH2:6][CH2:5][O:4][CH2:3][CH2:2]4)[C:8]=3[N:28]=2)[CH2:31][CH2:32]1)([CH3:40])[C:37]([NH2:39])=[O:38]. (2) Given the reactants [CH3:1][N:2]1[N:7]=[C:6](Cl)[CH:5]=[C:4]([Cl:9])[NH:3]1.[NH:10]1[CH2:15][CH2:14][O:13][CH2:12][CH2:11]1, predict the reaction product. The product is: [CH3:1][N:2]1[N:3]=[C:4]([Cl:9])[CH:5]=[C:6]([N:10]2[CH2:15][CH2:14][O:13][CH2:12][CH2:11]2)[NH:7]1. (3) Given the reactants [NH2:1][C:2]1[C:6]2[CH:7]=[C:8]3[N:13]([CH3:14])[C:12](=[O:15])[N:11]([C:16]4[CH:17]=[N:18][C:19]([O:23][CH2:24][CH:25]([CH3:27])[CH3:26])=[C:20]([Cl:22])[CH:21]=4)[C:9]3=[CH:10][C:5]=2[O:4][N:3]=1.[CH3:28][S:29](Cl)(=[O:31])=[O:30].CCCC[N+](CCCC)(CCCC)CCCC.[F-], predict the reaction product. The product is: [Cl:22][C:20]1[CH:21]=[C:16]([N:11]2[C:9]3=[CH:10][C:5]4[O:4][N:3]=[C:2]([N:1]([S:29]([CH3:28])(=[O:31])=[O:30])[S:29]([CH3:28])(=[O:31])=[O:30])[C:6]=4[CH:7]=[C:8]3[N:13]([CH3:14])[C:12]2=[O:15])[CH:17]=[N:18][C:19]=1[O:23][CH2:24][CH:25]([CH3:27])[CH3:26]. (4) The product is: [CH2:22]([NH:21][C:19](=[O:20])[C:18]1[CH:24]=[CH:25][C:26]([CH3:27])=[C:16]([N:11]2[CH:10]=[C:9]([CH3:28])[C:8]3[C:13](=[CH:14][C:5]([O:4][CH2:3][CH2:2][N:32]([CH:33]([CH3:35])[CH3:34])[CH3:31])=[CH:6][CH:7]=3)[C:12]2=[O:15])[CH:17]=1)[CH3:23]. Given the reactants Cl[CH2:2][CH2:3][O:4][C:5]1[CH:14]=[C:13]2[C:8]([C:9]([CH3:28])=[CH:10][N:11]([C:16]3[CH:17]=[C:18]([CH:24]=[CH:25][C:26]=3[CH3:27])[C:19]([NH:21][CH2:22][CH3:23])=[O:20])[C:12]2=[O:15])=[CH:7][CH:6]=1.[I-].[K+].[CH3:31][NH:32][CH:33]([CH3:35])[CH3:34], predict the reaction product. (5) Given the reactants [N:1]1([C:9]([O:11][C:12]([CH3:15])([CH3:14])[CH3:13])=[O:10])[CH2:8][CH2:7][CH2:6][C@H:2]1[C:3](O)=[O:4].C(N(C(C)C)CC)(C)C, predict the reaction product. The product is: [CH:3]([C@@H:2]1[CH2:6][CH2:7][CH2:8][N:1]1[C:9]([O:11][C:12]([CH3:15])([CH3:14])[CH3:13])=[O:10])=[O:4]. (6) Given the reactants [CH2:1]([C:3]1[C:23]([C:24]#[N:25])=[C:6]2[NH:7][C:8]([C:12]3[CH:13]=[C:14]4[C:18](=[CH:19][CH:20]=3)[N:17]([CH2:21][CH3:22])[N:16]=[CH:15]4)=[CH:9][C:10](=[O:11])[N:5]2[N:4]=1)[CH3:2].S(=O)(=O)(O)[OH:27], predict the reaction product. The product is: [CH2:1]([C:3]1[C:23]([C:24]([NH2:25])=[O:27])=[C:6]2[NH:7][C:8]([C:12]3[CH:13]=[C:14]4[C:18](=[CH:19][CH:20]=3)[N:17]([CH2:21][CH3:22])[N:16]=[CH:15]4)=[CH:9][C:10](=[O:11])[N:5]2[N:4]=1)[CH3:2]. (7) Given the reactants C([O:8][N:9]([CH:21]=[O:22])[CH2:10][C@@H:11]([CH2:15][CH:16]1[CH2:20][CH2:19][CH2:18][CH2:17]1)[C:12]([OH:14])=O)C1C=CC=CC=1.Cl.[NH2:24][C@@H:25]([C:45]([CH3:48])([CH3:47])[CH3:46])[C:26]([N:28]1[CH2:33][CH2:32][CH:31]([NH:34][C:35]([NH:37][C:38]2[CH:43]=[CH:42][C:41]([F:44])=[CH:40][CH:39]=2)=[O:36])[CH2:30][CH2:29]1)=[O:27], predict the reaction product. The product is: [CH:16]1([CH2:15][C@H:11]([CH2:10][N:9]([CH:21]=[O:22])[OH:8])[C:12]([NH:24][C@H:25]([C:26]([N:28]2[CH2:29][CH2:30][CH:31]([NH:34][C:35]([NH:37][C:38]3[CH:39]=[CH:40][C:41]([F:44])=[CH:42][CH:43]=3)=[O:36])[CH2:32][CH2:33]2)=[O:27])[C:45]([CH3:47])([CH3:46])[CH3:48])=[O:14])[CH2:17][CH2:18][CH2:19][CH2:20]1. (8) Given the reactants [H-].[Na+].[CH3:3][O:4][C:5]1[CH:6]=[C:7]([CH:10]=[CH:11][C:12]=1[O:13][CH3:14])[CH2:8][OH:9].[CH2:15]([C@@H:17]1[CH2:19][O:18]1)[CH3:16], predict the reaction product. The product is: [CH3:3][O:4][C:5]1[CH:6]=[C:7]([CH:10]=[CH:11][C:12]=1[O:13][CH3:14])[CH2:8][O:9][CH2:19][C@H:17]([OH:18])[CH2:15][CH3:16].